This data is from NCI-60 drug combinations with 297,098 pairs across 59 cell lines. The task is: Regression. Given two drug SMILES strings and cell line genomic features, predict the synergy score measuring deviation from expected non-interaction effect. (1) Drug 1: C1CN(CCN1C(=O)CCBr)C(=O)CCBr. Drug 2: C1CCC(C(C1)N)N.C(=O)(C(=O)[O-])[O-].[Pt+4]. Cell line: SW-620. Synergy scores: CSS=36.4, Synergy_ZIP=-3.46, Synergy_Bliss=-4.19, Synergy_Loewe=-10.7, Synergy_HSA=1.03. (2) Drug 1: CC12CCC3C(C1CCC2=O)CC(=C)C4=CC(=O)C=CC34C. Drug 2: CC1=C(C(CCC1)(C)C)C=CC(=CC=CC(=CC(=O)O)C)C. Cell line: HL-60(TB). Synergy scores: CSS=63.4, Synergy_ZIP=-10.1, Synergy_Bliss=-21.6, Synergy_Loewe=-22.6, Synergy_HSA=-21.9. (3) Drug 1: CC1=C2C(C(=O)C3(C(CC4C(C3C(C(C2(C)C)(CC1OC(=O)C(C(C5=CC=CC=C5)NC(=O)OC(C)(C)C)O)O)OC(=O)C6=CC=CC=C6)(CO4)OC(=O)C)OC)C)OC. Drug 2: CC1C(C(CC(O1)OC2CC(CC3=C2C(=C4C(=C3O)C(=O)C5=CC=CC=C5C4=O)O)(C(=O)C)O)N)O. Cell line: NCIH23. Synergy scores: CSS=40.2, Synergy_ZIP=-4.29, Synergy_Bliss=-5.78, Synergy_Loewe=-3.36, Synergy_HSA=-1.57. (4) Drug 1: CN1C(=O)N2C=NC(=C2N=N1)C(=O)N. Drug 2: CCC1=C2CN3C(=CC4=C(C3=O)COC(=O)C4(CC)O)C2=NC5=C1C=C(C=C5)O. Cell line: U251. Synergy scores: CSS=29.7, Synergy_ZIP=-1.28, Synergy_Bliss=-4.98, Synergy_Loewe=-39.4, Synergy_HSA=-5.11. (5) Synergy scores: CSS=19.9, Synergy_ZIP=0.632, Synergy_Bliss=0.913, Synergy_Loewe=-1.34, Synergy_HSA=-0.202. Drug 2: COC1=C2C(=CC3=C1OC=C3)C=CC(=O)O2. Cell line: A498. Drug 1: CC=C1C(=O)NC(C(=O)OC2CC(=O)NC(C(=O)NC(CSSCCC=C2)C(=O)N1)C(C)C)C(C)C. (6) Drug 1: CS(=O)(=O)C1=CC(=C(C=C1)C(=O)NC2=CC(=C(C=C2)Cl)C3=CC=CC=N3)Cl. Drug 2: CN(C)C1=NC(=NC(=N1)N(C)C)N(C)C. Cell line: CAKI-1. Synergy scores: CSS=-5.02, Synergy_ZIP=-1.52, Synergy_Bliss=-6.56, Synergy_Loewe=-4.32, Synergy_HSA=-5.35. (7) Drug 1: C#CCC(CC1=CN=C2C(=N1)C(=NC(=N2)N)N)C3=CC=C(C=C3)C(=O)NC(CCC(=O)O)C(=O)O. Drug 2: CC1C(C(CC(O1)OC2CC(CC3=C2C(=C4C(=C3O)C(=O)C5=CC=CC=C5C4=O)O)(C(=O)C)O)N)O. Cell line: RXF 393. Synergy scores: CSS=51.2, Synergy_ZIP=-4.33, Synergy_Bliss=-5.22, Synergy_Loewe=-1.83, Synergy_HSA=0.737. (8) Drug 1: C1=C(C(=O)NC(=O)N1)F. Drug 2: CC12CCC3C(C1CCC2O)C(CC4=C3C=CC(=C4)O)CCCCCCCCCS(=O)CCCC(C(F)(F)F)(F)F. Cell line: COLO 205. Synergy scores: CSS=56.0, Synergy_ZIP=-4.24, Synergy_Bliss=-9.89, Synergy_Loewe=-11.1, Synergy_HSA=-10.7.